From a dataset of Full USPTO retrosynthesis dataset with 1.9M reactions from patents (1976-2016). Predict the reactants needed to synthesize the given product. (1) Given the product [C:21]([C:23]1[CH:28]=[CH:27][C:26]([C:2]2[C:11]3[C:6](=[CH:7][CH:8]=[C:9]([OH:12])[CH:10]=3)[N:5]=[C:4]([C:13]3[CH:18]=[CH:17][C:16]([OH:19])=[C:15]([F:20])[CH:14]=3)[CH:3]=2)=[CH:25][CH:24]=1)#[N:22], predict the reactants needed to synthesize it. The reactants are: Br[C:2]1[C:11]2[C:6](=[CH:7][CH:8]=[C:9]([OH:12])[CH:10]=2)[N:5]=[C:4]([C:13]2[CH:18]=[CH:17][C:16]([OH:19])=[C:15]([F:20])[CH:14]=2)[CH:3]=1.[C:21]([C:23]1[CH:28]=[CH:27][C:26](B(O)O)=[CH:25][CH:24]=1)#[N:22]. (2) Given the product [Cl:13][C:8]1[CH:7]=[C:6]([NH:5][C:3](=[O:4])[CH2:2][NH:14][C:15]2[CH:20]=[CH:19][CH:18]=[CH:17][CH:16]=2)[CH:11]=[CH:10][C:9]=1[Cl:12], predict the reactants needed to synthesize it. The reactants are: Br[CH2:2][C:3]([NH:5][C:6]1[CH:11]=[CH:10][C:9]([Cl:12])=[C:8]([Cl:13])[CH:7]=1)=[O:4].[NH2:14][C:15]1[CH:20]=[CH:19][CH:18]=[CH:17][CH:16]=1.C(N(C(C)C)C(C)C)C.